Dataset: Reaction yield outcomes from USPTO patents with 853,638 reactions. Task: Predict the reaction yield, written as a fraction of the theoretical maximum amount of product (1.0 means a 100% yield; for example, 0.34 means a 34% yield). (1) The reactants are Cl[CH2:2][CH:3]=[C:4]([CH3:21])[CH2:5][CH2:6][CH:7]=[C:8]([CH3:20])[CH2:9][CH2:10][CH:11]=[C:12]([CH3:19])[CH2:13][CH2:14][CH:15]=[C:16]([CH3:18])[CH3:17].[CH2:22]([OH:29])[C@@H:23]([C@@H:25]([CH2:27][OH:28])[OH:26])[OH:24].OCC(CO)O. No catalyst specified. The product is [CH3:21][C:4]([CH2:5][CH2:6][CH:7]=[C:8]([CH3:20])[CH2:9][CH2:10][CH:11]=[C:12]([CH3:19])[CH2:13][CH2:14][CH:15]=[C:16]([CH3:18])[CH3:17])=[CH:3][CH2:2][O:29][CH2:22][C@@H:23]([C@@H:25]([CH2:27][OH:28])[OH:26])[OH:24]. The yield is 0.190. (2) The reactants are [CH3:1][O:2][C:3]([C:5]1[CH:6]=[C:7]2[C:12](=[CH:13][C:14]=1C(O)=O)[N:11]=[CH:10][CH:9]=[N:8]2)=[O:4].CC[N:20]([CH2:23]C)CC.C1C=CC([O:31]P(OC2C=CC=CC=2)(N=[N+]=[N-])=O)=CC=1.[C:44]([OH:48])([CH3:47])([CH3:46])[CH3:45]. No catalyst specified. The product is [CH3:1][O:2][C:3]([C:5]1[CH:6]=[C:7]2[C:12](=[CH:13][C:14]=1[NH:20][C:23]([O:48][C:44]([CH3:47])([CH3:46])[CH3:45])=[O:31])[N:11]=[CH:10][CH:9]=[N:8]2)=[O:4]. The yield is 0.800. (3) The reactants are [Cl:1][C:2]1[C:3]([NH:22][CH:23]=O)=[CH:4][C:5]2[N:9]=[C:8]([CH2:10][CH3:11])[N:7]([C:12]3[CH:17]=[CH:16][C:15]([CH2:18][CH2:19][Cl:20])=[CH:14][CH:13]=3)[C:6]=2[CH:21]=1.S(C)C.CO.Cl. The catalyst is C1COCC1. The product is [Cl:1][C:2]1[C:3]([NH:22][CH3:23])=[CH:4][C:5]2[N:9]=[C:8]([CH2:10][CH3:11])[N:7]([C:12]3[CH:13]=[CH:14][C:15]([CH2:18][CH2:19][Cl:20])=[CH:16][CH:17]=3)[C:6]=2[CH:21]=1. The yield is 0.870.